From a dataset of Full USPTO retrosynthesis dataset with 1.9M reactions from patents (1976-2016). Predict the reactants needed to synthesize the given product. (1) Given the product [CH3:13][N:14]1[CH2:20][CH2:19][CH2:18][N:17]([C:2]2[CH:7]=[CH:6][C:5]([N+:8]([O-:10])=[O:9])=[C:4]([O:11][CH3:12])[CH:3]=2)[CH2:16][CH2:15]1, predict the reactants needed to synthesize it. The reactants are: F[C:2]1[CH:7]=[CH:6][C:5]([N+:8]([O-:10])=[O:9])=[C:4]([O:11][CH3:12])[CH:3]=1.[CH3:13][N:14]1[CH2:20][CH2:19][CH2:18][NH:17][CH2:16][CH2:15]1.C(=O)([O-])[O-].[K+].[K+]. (2) The reactants are: Br[C:2]1[CH:7]=[CH:6][N:5]=[C:4]([O:8][CH3:9])[N:3]=1.[I:10][C:11]1[CH:15]=[CH:14][NH:13][N:12]=1.[H-].[Na+]. Given the product [I:10][C:11]1[CH:15]=[CH:14][N:13]([C:2]2[CH:7]=[CH:6][N:5]=[C:4]([O:8][CH3:9])[N:3]=2)[N:12]=1, predict the reactants needed to synthesize it.